Task: Predict the reactants needed to synthesize the given product.. Dataset: Full USPTO retrosynthesis dataset with 1.9M reactions from patents (1976-2016) (1) Given the product [CH2:1]([C:3]1[CH:8]=[CH:7][C:6]([OH:19])=[C:5]([CH:9]([C:11]2[CH:16]=[CH:15][CH:14]=[CH:13][CH:12]=2)[CH3:10])[CH:4]=1)[CH3:2], predict the reactants needed to synthesize it. The reactants are: [CH2:1]([C:3]1[CH:8]=[CH:7][CH:6]=[C:5]([CH:9]([C:11]2[CH:16]=[CH:15][CH:14]=[CH:13][CH:12]=2)[CH3:10])[CH:4]=1)[CH3:2].CC[O:19]CC. (2) Given the product [CH3:12][C:3]1[C:2]([O:1][CH:15]2[CH2:16][CH2:17][O:13][CH2:14]2)=[CH:11][CH:10]=[CH:9][C:4]=1[C:5]([O:7][CH3:8])=[O:6], predict the reactants needed to synthesize it. The reactants are: [OH:1][C:2]1[C:3]([CH3:12])=[C:4]([CH:9]=[CH:10][CH:11]=1)[C:5]([O:7][CH3:8])=[O:6].[O:13]1[CH2:17][CH2:16][CH:15](O)[CH2:14]1.C1(P(C2C=CC=CC=2)C2C=CC=CC=2)C=CC=CC=1.CC(OC(/N=N/C(OC(C)C)=O)=O)C.